Task: Regression. Given a peptide amino acid sequence and an MHC pseudo amino acid sequence, predict their binding affinity value. This is MHC class II binding data.. Dataset: Peptide-MHC class II binding affinity with 134,281 pairs from IEDB (1) The peptide sequence is AFKVAATAANAKPAN. The MHC is DRB1_0802 with pseudo-sequence DRB1_0802. The binding affinity (normalized) is 0.609. (2) The peptide sequence is VQDAATYAVTTFSNV. The MHC is HLA-DQA10301-DQB10302 with pseudo-sequence HLA-DQA10301-DQB10302. The binding affinity (normalized) is 0.356. (3) The peptide sequence is RLIAFTSEHSHF. The MHC is HLA-DPA10103-DPB10401 with pseudo-sequence HLA-DPA10103-DPB10401. The binding affinity (normalized) is 0.174. (4) The peptide sequence is AVFEAALTKAITAMT. The MHC is HLA-DQA10102-DQB10602 with pseudo-sequence HLA-DQA10102-DQB10602. The binding affinity (normalized) is 0.387. (5) The peptide sequence is MFFVKNPTDTGHGTV. The MHC is HLA-DQA10102-DQB10501 with pseudo-sequence HLA-DQA10102-DQB10501. The binding affinity (normalized) is 0.584. (6) The binding affinity (normalized) is 0.0586. The MHC is HLA-DQA10301-DQB10302 with pseudo-sequence HLA-DQA10301-DQB10302. The peptide sequence is DYLKAQQNRRFMIYV. (7) The peptide sequence is HHLVEFEPPHAATIR. The MHC is DRB5_0101 with pseudo-sequence DRB5_0101. The binding affinity (normalized) is 0.388. (8) The peptide sequence is GPATPAAPAAGYTPA. The MHC is HLA-DQA10102-DQB10602 with pseudo-sequence HLA-DQA10102-DQB10602. The binding affinity (normalized) is 0.425. (9) The peptide sequence is GAYLEEQEQWKTANE. The MHC is DRB1_0404 with pseudo-sequence DRB1_0404. The binding affinity (normalized) is 0. (10) The peptide sequence is ITALILGAQALPVYL. The MHC is DRB1_1302 with pseudo-sequence DRB1_1302. The binding affinity (normalized) is 1.00.